This data is from Catalyst prediction with 721,799 reactions and 888 catalyst types from USPTO. The task is: Predict which catalyst facilitates the given reaction. Reactant: Cl[C:2]1[CH:3]=[CH:4][C:5]([N+:9]([O-:11])=[O:10])=[C:6]([CH:8]=1)[NH2:7].[Cl:12][C:13]1[CH:18]=[CH:17][CH:16]=[CH:15][C:14]=1[C:19]1[C:20]([C:24]#[N:25])=[CH:21][NH:22][CH:23]=1.[H-].[Na+]. Product: [NH2:7][C:6]1[CH:8]=[C:2]([N:22]2[CH:23]=[C:19]([C:14]3[CH:15]=[CH:16][CH:17]=[CH:18][C:13]=3[Cl:12])[C:20]([C:24]#[N:25])=[CH:21]2)[CH:3]=[CH:4][C:5]=1[N+:9]([O-:11])=[O:10]. The catalyst class is: 3.